From a dataset of Forward reaction prediction with 1.9M reactions from USPTO patents (1976-2016). Predict the product of the given reaction. (1) Given the reactants [F:1][C:2]1[CH:7]=[CH:6][C:5]([CH2:8][C:9]2[CH:18]=[C:17]3[C:12]([C:13]([OH:35])=[C:14]([C:30]([O:32]CC)=O)[C:15](=[O:29])[N:16]3[CH2:19][CH2:20][CH2:21][N:22]3[CH2:27][CH2:26][CH2:25][CH2:24][C:23]3=[O:28])=[N:11][CH:10]=2)=[CH:4][CH:3]=1.[CH3:36][NH2:37], predict the reaction product. The product is: [F:1][C:2]1[CH:7]=[CH:6][C:5]([CH2:8][C:9]2[CH:18]=[C:17]3[C:12]([C:13]([OH:35])=[C:14]([C:30]([NH:37][CH3:36])=[O:32])[C:15](=[O:29])[N:16]3[CH2:19][CH2:20][CH2:21][N:22]3[CH2:27][CH2:26][CH2:25][CH2:24][C:23]3=[O:28])=[N:11][CH:10]=2)=[CH:4][CH:3]=1. (2) Given the reactants [CH2:1]([OH:8])[CH2:2][CH2:3][CH2:4][CH2:5][CH2:6][OH:7].[C:9]1(=[O:16])[O:15][CH2:14][CH2:13][CH2:12][CH2:11][CH2:10]1, predict the reaction product. The product is: [CH2:1]([OH:8])[CH2:2][CH2:3][CH2:4][CH2:5][CH2:6][OH:7].[C:9]1(=[O:16])[O:15][CH2:14][CH2:13][CH2:12][CH2:11][CH2:10]1.[CH:6]([OH:7])([OH:15])[CH2:5][CH2:4][CH2:3][CH2:2][CH3:1].[OH:7][CH2:6][CH2:5][CH2:4][CH2:3][CH2:2][C:1]([OH:15])=[O:8].